Task: Predict the reactants needed to synthesize the given product.. Dataset: Full USPTO retrosynthesis dataset with 1.9M reactions from patents (1976-2016) (1) Given the product [CH2:1]([O:3][C:4](=[O:23])[C:5]1[CH:10]=[C:9]([C:11]#[N:12])[C:8]([N:39]2[CH2:40][CH:37]([C:35](=[O:36])[NH:34][S:31]([CH2:24][C:25]3[CH:26]=[CH:27][CH:28]=[CH:29][CH:30]=3)(=[O:33])=[O:32])[CH2:38]2)=[N:7][C:6]=1[CH2:14][O:15][CH2:16][C:17]1[CH:22]=[CH:21][CH:20]=[CH:19][CH:18]=1)[CH3:2], predict the reactants needed to synthesize it. The reactants are: [CH2:1]([O:3][C:4](=[O:23])[C:5]1[CH:10]=[C:9]([C:11]#[N:12])[C:8](Cl)=[N:7][C:6]=1[CH2:14][O:15][CH2:16][C:17]1[CH:22]=[CH:21][CH:20]=[CH:19][CH:18]=1)[CH3:2].[CH2:24]([S:31]([NH:34][C:35]([CH:37]1[CH2:40][NH:39][CH2:38]1)=[O:36])(=[O:33])=[O:32])[C:25]1[CH:30]=[CH:29][CH:28]=[CH:27][CH:26]=1.CCN(C(C)C)C(C)C.CCO. (2) Given the product [C:10]([O:14][C:15]([N:17]1[CH2:22][CH2:21][CH2:20][CH2:19][CH:18]1[C:23]([C:2]1[O:1][C:5]2=[N:6][CH:7]=[CH:8][CH:9]=[C:4]2[CH:3]=1)=[O:28])=[O:16])([CH3:13])([CH3:12])[CH3:11], predict the reactants needed to synthesize it. The reactants are: [O:1]1[C:5]2=[N:6][CH:7]=[CH:8][CH:9]=[C:4]2[CH:3]=[CH:2]1.[C:10]([O:14][C:15]([N:17]1[CH2:22][CH2:21][CH2:20][CH2:19][CH:18]1[C:23](=[O:28])N(OC)C)=[O:16])([CH3:13])([CH3:12])[CH3:11].[Cl-].[NH4+].